Dataset: Full USPTO retrosynthesis dataset with 1.9M reactions from patents (1976-2016). Task: Predict the reactants needed to synthesize the given product. (1) The reactants are: [OH:1][CH:2]1[CH2:7][CH2:6][NH:5][CH2:4][CH2:3]1.C([O-])(O)=O.[Na+].[N:13]#[C:14]Br. Given the product [OH:1][CH:2]1[CH2:7][CH2:6][N:5]([C:14]#[N:13])[CH2:4][CH2:3]1, predict the reactants needed to synthesize it. (2) Given the product [CH:3]1[C:4]2[C:8]3[CH:9]=[CH:10][CH:11]=[CH:12][C:7]=3[O:6][C:5]=2[CH:13]=[CH:14][C:2]=1[B:20]([OH:23])[OH:21], predict the reactants needed to synthesize it. The reactants are: Br[C:2]1[CH:14]=[CH:13][C:5]2[O:6][C:7]3[CH:12]=[CH:11][CH:10]=[CH:9][C:8]=3[C:4]=2[CH:3]=1.C([Li])CCC.[B:20](OC)([O:23]C)[O:21]C.Cl. (3) The reactants are: [C:1]([O:5][C:6]([NH:8][CH:9]([CH:13]1[CH2:15][CH2:14]1)[C:10]([OH:12])=O)=[O:7])([CH3:4])([CH3:3])[CH3:2].[CH3:16][C:17]1(C)OC(=O)CC(=O)[O:18]1.C(Cl)Cl.CCN=C=NCCCN(C)C. Given the product [CH:13]1([C@H:9]2[C:10](=[O:12])[CH2:16][C:17](=[O:18])[N:8]2[C:6]([O:5][C:1]([CH3:2])([CH3:3])[CH3:4])=[O:7])[CH2:15][CH2:14]1, predict the reactants needed to synthesize it.